This data is from Reaction yield outcomes from USPTO patents with 853,638 reactions. The task is: Predict the reaction yield, written as a fraction of the theoretical maximum amount of product (1.0 means a 100% yield; for example, 0.34 means a 34% yield). (1) The reactants are [C:1]([O:5][C:6](=[O:25])[NH:7][CH2:8][C:9]1[C:14]([C:15]2[CH:20]=[CH:19][C:18]([Cl:21])=[CH:17][C:16]=2[Cl:22])=[CH:13][N:12]=[C:11]([NH:23][NH2:24])[CH:10]=1)([CH3:4])([CH3:3])[CH3:2].Br[C:27]#[N:28].CCOC(C)=O. The catalyst is CCO. The product is [C:1]([O:5][C:6](=[O:25])[NH:7][CH2:8][C:9]1[C:14]([C:15]2[CH:20]=[CH:19][C:18]([Cl:21])=[CH:17][C:16]=2[Cl:22])=[CH:13][N:12]2[C:27]([NH2:28])=[N:24][N:23]=[C:11]2[CH:10]=1)([CH3:4])([CH3:2])[CH3:3]. The yield is 0.740. (2) The reactants are Br[C:2]1[CH:7]=[CH:6][C:5]([S:8]([NH:11][C:12]2[S:16][N:15]=[CH:14][N:13]=2)(=[O:10])=[O:9])=[CH:4][CH:3]=1.[NH:17]1[CH2:21][CH2:20][C@@H:19]([NH:22][C:23](=[O:29])[O:24][C:25]([CH3:28])([CH3:27])[CH3:26])[CH2:18]1.C1(C2C=CC=CC=2)C=CC=CC=1P(C(C)(C)C)C(C)(C)C.CC(C)([O-])C.[Na+]. The catalyst is C1C=CC(/C=C/C(/C=C/C2C=CC=CC=2)=O)=CC=1.C1C=CC(/C=C/C(/C=C/C2C=CC=CC=2)=O)=CC=1.C1C=CC(/C=C/C(/C=C/C2C=CC=CC=2)=O)=CC=1.[Pd].[Pd].C1(C)C=CC=CC=1. The product is [C:25]([O:24][C:23](=[O:29])[N:22]([C:2]1[CH:7]=[CH:6][C:5]([S:8](=[O:10])(=[O:9])[NH:11][C:12]2[S:16][N:15]=[CH:14][N:13]=2)=[CH:4][CH:3]=1)[C@@H:19]1[CH2:20][CH2:21][NH:17][CH2:18]1)([CH3:28])([CH3:26])[CH3:27]. The yield is 0.210.